From a dataset of Forward reaction prediction with 1.9M reactions from USPTO patents (1976-2016). Predict the product of the given reaction. (1) Given the reactants [CH3:1][O:2][C:3]1[C:8]([N+:9]([O-])=O)=[CH:7][CH:6]=[CH:5][C:4]=1[N:12]1[CH:16]=[CH:15][CH:14]=[N:13]1.[Cl-].[NH4+].O, predict the reaction product. The product is: [CH3:1][O:2][C:3]1[C:4]([N:12]2[CH:16]=[CH:15][CH:14]=[N:13]2)=[CH:5][CH:6]=[CH:7][C:8]=1[NH2:9]. (2) Given the reactants [CH3:1][C:2]1[N:7]=[C:6]2[S:8][C:9]3[CH2:13][CH2:12][CH2:11][C:10]=3[C:5]2=[C:4]([C:14]2[CH:19]=[CH:18][CH:17]=[CH:16][CH:15]=2)[C:3]=1[CH:20]([CH2:25][CH2:26][CH3:27])[C:21]([O:23]C)=[O:22].[O-2].[Li+].[Li+].Cl, predict the reaction product. The product is: [CH3:1][C:2]1[N:7]=[C:6]2[S:8][C:9]3[CH2:13][CH2:12][CH2:11][C:10]=3[C:5]2=[C:4]([C:14]2[CH:15]=[CH:16][CH:17]=[CH:18][CH:19]=2)[C:3]=1[CH:20]([CH2:25][CH2:26][CH3:27])[C:21]([OH:23])=[O:22]. (3) Given the reactants [CH3:1][C:2]1[CH:7]=[CH:6][CH:5]=[CH:4][C:3]=1[N:8]1[C:12]([C:13]([O:15][CH3:16])=[O:14])=[CH:11][CH:10]=[N:9]1.[Br:17]N1C(=O)CCC1=O.CC(N=NC(C#N)(C)C)(C#N)C, predict the reaction product. The product is: [Br:17][CH2:1][C:2]1[CH:7]=[CH:6][CH:5]=[CH:4][C:3]=1[N:8]1[C:12]([C:13]([O:15][CH3:16])=[O:14])=[CH:11][CH:10]=[N:9]1. (4) The product is: [N:18]1[CH:23]=[CH:22][CH:21]=[C:20]([CH2:24][C:6]([NH:5][C:2](=[O:4])[CH3:3])([C:12]([O:14][CH2:15][CH3:16])=[O:13])[C:7]([O:9][CH2:10][CH3:11])=[O:8])[CH:19]=1. Given the reactants [Na].[C:2]([NH:5][CH:6]([C:12]([O:14][CH2:15][CH3:16])=[O:13])[C:7]([O:9][CH2:10][CH3:11])=[O:8])(=[O:4])[CH3:3].Cl.[N:18]1[CH:23]=[CH:22][CH:21]=[C:20]([CH2:24]Cl)[CH:19]=1, predict the reaction product.